This data is from Reaction yield outcomes from USPTO patents with 853,638 reactions. The task is: Predict the reaction yield, written as a fraction of the theoretical maximum amount of product (1.0 means a 100% yield; for example, 0.34 means a 34% yield). (1) The reactants are [C:1]([O:5][C:6]([NH:8][C:9]1[C:14]([C:15]([OH:17])=O)=[CH:13][C:12]([Cl:18])=[N:11][CH:10]=1)=[O:7])([CH3:4])([CH3:3])[CH3:2].Cl.Cl.[CH3:21][C:22]1([CH3:39])[CH2:26][C:25]2([CH2:31][CH2:30][CH2:29][N:28]([CH:32]3[CH2:37][CH2:36][NH:35][CH2:34][CH2:33]3)[CH2:27]2)[C:24](=[O:38])[O:23]1.C(OC(C)C)(C)C. No catalyst specified. The product is [C:1]([O:5][C:6](=[O:7])[NH:8][C:9]1[CH:10]=[N:11][C:12]([Cl:18])=[CH:13][C:14]=1[C:15]([N:35]1[CH2:36][CH2:37][CH:32]([N:28]2[CH2:29][CH2:30][CH2:31][C:25]3([C:24](=[O:38])[O:23][C:22]([CH3:21])([CH3:39])[CH2:26]3)[CH2:27]2)[CH2:33][CH2:34]1)=[O:17])([CH3:2])([CH3:3])[CH3:4]. The yield is 0.580. (2) The reactants are [F:1][C:2]1[CH:7]=[CH:6][C:5]([OH:8])=[CH:4][CH:3]=1.[H-].[Na+].[N:11]1[C:18]([Cl:19])=[N:17][C:15](Cl)=[N:14][C:12]=1[Cl:13].[NH4+].[Cl-]. The catalyst is O1CCCC1. The product is [Cl:13][C:12]1[N:11]=[C:18]([Cl:19])[N:17]=[C:15]([O:8][C:5]2[CH:6]=[CH:7][C:2]([F:1])=[CH:3][CH:4]=2)[N:14]=1. The yield is 0.580. (3) The reactants are [CH3:1][O:2][C:3]([C:5]1[S:6][C:7]([N:13]2[CH2:18][CH2:17][O:16][CH2:15][CH2:14]2)=[C:8]([C:11]#[N:12])[C:9]=1N)=[O:4].[I:19]CI.N(OCCCCC)=O. The catalyst is C(#N)C. The product is [C:11]([C:8]1[C:9]([I:19])=[C:5]([C:3]([O:2][CH3:1])=[O:4])[S:6][C:7]=1[N:13]1[CH2:18][CH2:17][O:16][CH2:15][CH2:14]1)#[N:12]. The yield is 0.460. (4) The reactants are [F:1][C:2]1[CH:7]=[CH:6][C:5]([N:8]2[C:16]3[CH2:15][CH2:14][CH2:13][NH:12][C:11]=3[CH:10]=[N:9]2)=[CH:4][CH:3]=1.[Cl:17][C:18]1[C:19]([CH:28]([F:30])[F:29])=[N:20][N:21]([CH2:24][C:25](O)=[O:26])[C:22]=1[CH3:23].CCN(CC)CC.CN(C(ON1N=NC2C=CC=NC1=2)=[N+](C)C)C.F[P-](F)(F)(F)(F)F. The catalyst is CN(C=O)C. The product is [Cl:17][C:18]1[C:19]([CH:28]([F:30])[F:29])=[N:20][N:21]([CH2:24][C:25]([N:12]2[CH2:13][CH2:14][CH2:15][C:16]3[N:8]([C:5]4[CH:4]=[CH:3][C:2]([F:1])=[CH:7][CH:6]=4)[N:9]=[CH:10][C:11]2=3)=[O:26])[C:22]=1[CH3:23]. The yield is 0.750. (5) The reactants are [CH:1](=[O:9])[C:2]1[C:3](=[CH:5][CH:6]=[CH:7][CH:8]=1)[OH:4].N1C=CC=CC=1.Cl[C:17]([O:19][CH:20]([CH3:22])[CH3:21])=[O:18].C1(C)C=CC=CC=1.C(=O)=O.CC(C)=O. The catalyst is ClCCl. The product is [CH:20]([O:19][C:17]([O:4][C:3]1[CH:5]=[CH:6][CH:7]=[CH:8][C:2]=1[CH:1]=[O:9])=[O:18])([CH3:22])[CH3:21]. The yield is 0.880. (6) The reactants are [C:1]([C:5]1[O:9][N:8]=[C:7]([NH:10][C:11]([NH:13][C:14]2[CH:19]=[CH:18][CH:17]=[C:16]([SH:20])[CH:15]=2)=[O:12])[CH:6]=1)([CH3:4])([CH3:3])[CH3:2].C(=O)([O-])[O-].[Cs+].[Cs+].Cl[C:28]1[C:37]2[C:32](=[CH:33][C:34]([O:45][CH3:46])=[C:35]([O:38][CH2:39][CH2:40][S:41]([CH3:44])(=[O:43])=[O:42])[CH:36]=2)[N:31]=[CH:30][N:29]=1. The catalyst is O1CCCC1. The product is [C:1]([C:5]1[O:9][N:8]=[C:7]([NH:10][C:11]([NH:13][C:14]2[CH:19]=[CH:18][CH:17]=[C:16]([S:20][C:28]3[C:37]4[C:32](=[CH:33][C:34]([O:45][CH3:46])=[C:35]([O:38][CH2:39][CH2:40][S:41]([CH3:44])(=[O:42])=[O:43])[CH:36]=4)[N:31]=[CH:30][N:29]=3)[CH:15]=2)=[O:12])[CH:6]=1)([CH3:4])([CH3:2])[CH3:3]. The yield is 0.200.